Dataset: Reaction yield outcomes from USPTO patents with 853,638 reactions. Task: Predict the reaction yield, written as a fraction of the theoretical maximum amount of product (1.0 means a 100% yield; for example, 0.34 means a 34% yield). (1) The reactants are C(OC([N:8]1[CH2:13][CH2:12][CH:11]([C:14]2[N:18]([C:19]3[CH:24]=[CH:23][C:22]([CH:25]([CH3:27])[CH3:26])=[CH:21][CH:20]=3)[N:17]=[CH:16][C:15]=2[C:28](=[O:38])[NH:29][C:30]2[CH:35]=[C:34]([CH3:36])[CH:33]=[C:32]([CH3:37])[CH:31]=2)[CH2:10][CH2:9]1)=O)(C)(C)C.C(Cl)Cl.C(O)(C(F)(F)F)=O. The catalyst is C(Cl)Cl. The product is [CH3:36][C:34]1[CH:35]=[C:30]([NH:29][C:28]([C:15]2[CH:16]=[N:17][N:18]([C:19]3[CH:20]=[CH:21][C:22]([CH:25]([CH3:27])[CH3:26])=[CH:23][CH:24]=3)[C:14]=2[CH:11]2[CH2:10][CH2:9][NH:8][CH2:13][CH2:12]2)=[O:38])[CH:31]=[C:32]([CH3:37])[CH:33]=1. The yield is 0.980. (2) The reactants are Cl.[CH2:2]([S:9][C:10](=[NH:12])[NH2:11])[C:3]1[CH:8]=[CH:7][CH:6]=[CH:5][CH:4]=1.[F:13][C:14]1[CH:19]=[CH:18][C:17]([C:20](=O)[CH:21]([C:23]2[CH:28]=[CH:27][C:26]([S:29]([CH3:32])(=[O:31])=[O:30])=[CH:25][CH:24]=2)Br)=[CH:16][CH:15]=1.C([O-])(O)=O.[Na+]. The catalyst is CCO. The product is [CH2:2]([S:9][C:10]1[NH:11][C:20]([C:17]2[CH:18]=[CH:19][C:14]([F:13])=[CH:15][CH:16]=2)=[C:21]([C:23]2[CH:24]=[CH:25][C:26]([S:29]([CH3:32])(=[O:31])=[O:30])=[CH:27][CH:28]=2)[N:12]=1)[C:3]1[CH:8]=[CH:7][CH:6]=[CH:5][CH:4]=1. The yield is 0.170. (3) The reactants are [Br:1][C:2]1[CH:3]=[C:4]2[C:12](=[CH:13][CH:14]=1)[NH:11][C:10]1[CH:9](O)[CH2:8][CH2:7][CH2:6][C:5]2=1.[F:16][C:17]1[CH:22]=[CH:21][C:20]([OH:23])=[CH:19][CH:18]=1.C1(P(C2C=CC=CC=2)C2C=CC=CC=2)C=CC=CC=1.N(C(OC(C)C)=O)=NC(OC(C)C)=O. The catalyst is C1COCC1. The product is [Br:1][C:2]1[CH:3]=[C:4]2[C:12](=[CH:13][CH:14]=1)[N:11]([O:23][C:20]1[CH:21]=[CH:22][C:17]([F:16])=[CH:18][CH:19]=1)[C:10]1[CH2:9][CH2:8][CH2:7][CH2:6][C:5]2=1. The yield is 0.120. (4) The reactants are [Cl:1][C:2]1[CH:7]=[CH:6][CH:5]=[CH:4][C:3]=1[C:8]1[CH:16]=[CH:15][CH:14]=[C:13]2[C:9]=1[C:10]([NH2:17])=[N:11][NH:12]2.CC1(C)OC(=O)[CH:22]([C:26]([CH:28]2[CH2:33][CH2:32][N:31]([C:34]([O:36][C:37]([CH3:40])([CH3:39])[CH3:38])=[O:35])[CH2:30][CH2:29]2)=O)[C:21](=O)[O:20]1.P([O-])([O-])([O-])=O.[K+].[K+].[K+]. The catalyst is C(#N)C. The product is [Cl:1][C:2]1[CH:7]=[CH:6][CH:5]=[CH:4][C:3]=1[C:8]1[C:9]2[C:13]([CH:14]=[CH:15][CH:16]=1)=[N:12][N:11]1[C:26]([CH:28]3[CH2:33][CH2:32][N:31]([C:34]([O:36][C:37]([CH3:40])([CH3:39])[CH3:38])=[O:35])[CH2:30][CH2:29]3)=[CH:22][C:21](=[O:20])[NH:17][C:10]=21. The yield is 0.510.